This data is from Full USPTO retrosynthesis dataset with 1.9M reactions from patents (1976-2016). The task is: Predict the reactants needed to synthesize the given product. (1) Given the product [CH3:35][S:36]([NH:1][C:2]1[N:7]=[CH:6][C:5]([C:8]([NH:10][CH:11]2[CH2:12][CH2:13][C:14](=[CH:17][C:18]3[CH:23]=[CH:22][CH:21]=[C:20]([O:24][C:25]4[CH:30]=[CH:29][C:28]([C:31]([F:34])([F:33])[F:32])=[CH:27][N:26]=4)[CH:19]=3)[CH2:15][CH2:16]2)=[O:9])=[CH:4][CH:3]=1)(=[O:38])=[O:37], predict the reactants needed to synthesize it. The reactants are: [NH2:1][C:2]1[N:7]=[CH:6][C:5]([C:8]([NH:10][CH:11]2[CH2:16][CH2:15][C:14](=[CH:17][C:18]3[CH:23]=[CH:22][CH:21]=[C:20]([O:24][C:25]4[CH:30]=[CH:29][C:28]([C:31]([F:34])([F:33])[F:32])=[CH:27][N:26]=4)[CH:19]=3)[CH2:13][CH2:12]2)=[O:9])=[CH:4][CH:3]=1.[CH3:35][S:36](Cl)(=[O:38])=[O:37].C(N(CC)CC)C. (2) Given the product [OH:8][CH2:9][CH2:10][C@@H:11]1[C@@H:19]([O:20][C:21]2[CH:22]=[CH:23][CH:24]=[CH:25][CH:26]=2)[C@H:18]([CH3:27])[O:17][C:16](=[O:28])[C@@H:15]([NH:29][C:30](=[O:36])[O:31][C:32]([CH3:35])([CH3:34])[CH3:33])[CH2:14][CH2:13][CH2:12]1, predict the reactants needed to synthesize it. The reactants are: [Si]([O:8][CH2:9][CH2:10][C@@H:11]1[C@@H:19]([O:20][C:21]2[CH:26]=[CH:25][CH:24]=[CH:23][CH:22]=2)[C@H:18]([CH3:27])[O:17][C:16](=[O:28])[C@@H:15]([NH:29][C:30](=[O:36])[O:31][C:32]([CH3:35])([CH3:34])[CH3:33])[CH2:14][CH2:13][CH2:12]1)(C(C)(C)C)(C)C.CCCC[N+](CCCC)(CCCC)CCCC.[F-].[Na+].[Cl-]. (3) The reactants are: [CH2:1]([C@H:8]1[CH2:12][O:11][C:10](=[O:13])[N:9]1[C:14](=[O:19])[CH2:15][O:16][CH2:17][CH3:18])[C:2]1[CH:7]=[CH:6][CH:5]=[CH:4][CH:3]=1.FC(F)(F)S(O)(=O)=O.C(BCCCC)CCC.[CH:37]([C:39]1[CH:44]=[CH:43][C:42]([C:45]2[CH:50]=[CH:49][CH:48]=[C:47]([CH2:51][N:52]([CH3:61])[C:53](=[O:60])[C:54]3[CH:59]=[CH:58][CH:57]=[CH:56][CH:55]=3)[CH:46]=2)=[CH:41][CH:40]=1)=[O:38].OO. Given the product [CH2:1]([C@H:8]1[CH2:12][O:11][C:10](=[O:13])[N:9]1[C:14](=[O:19])[C@@H:15]([O:16][CH2:17][CH3:18])[C@@H:37]([C:39]1[CH:44]=[CH:43][C:42]([C:45]2[CH:50]=[CH:49][CH:48]=[C:47]([CH2:51][N:52]([CH3:61])[C:53](=[O:60])[C:54]3[CH:55]=[CH:56][CH:57]=[CH:58][CH:59]=3)[CH:46]=2)=[CH:41][CH:40]=1)[OH:38])[C:2]1[CH:3]=[CH:4][CH:5]=[CH:6][CH:7]=1, predict the reactants needed to synthesize it. (4) Given the product [NH2:1][C:2]1[C:7]([OH:8])=[C:6]([Br:9])[CH:5]=[CH:4][N:3]=1, predict the reactants needed to synthesize it. The reactants are: [NH2:1][C:2]1[C:7]([OH:8])=[CH:6][CH:5]=[CH:4][N:3]=1.[Br:9]Br. (5) Given the product [ClH:1].[C:7]([NH:2][CH2:6][CH2:5][NH:13][C:14]([O:16][C:17]([CH3:20])([CH3:19])[CH3:18])=[O:15])(=[NH:8])[NH2:9], predict the reactants needed to synthesize it. The reactants are: [ClH:1].[N:2]1([C:7]([NH2:9])=[NH:8])[CH:6]=[CH:5]C=N1.NCC[NH:13][C:14]([O:16][C:17]([CH3:20])([CH3:19])[CH3:18])=[O:15]. (6) Given the product [F:1][C:2]1[CH:3]=[C:4]2[C:9](=[CH:10][C:11]=1[F:12])[N:8]=[C:7]([N:13]1[CH2:14][CH:15]3[CH2:16][N:17]([C:25]([C:24]4[CH:28]=[CH:29][CH:30]=[C:22]([F:21])[C:23]=4[C:31]4[N:32]=[CH:33][CH:34]=[CH:35][N:36]=4)=[O:26])[CH2:18][CH:19]3[CH2:20]1)[CH:6]=[N:5]2, predict the reactants needed to synthesize it. The reactants are: [F:1][C:2]1[CH:3]=[C:4]2[C:9](=[CH:10][C:11]=1[F:12])[N:8]=[C:7]([N:13]1[CH2:20][CH:19]3[CH:15]([CH2:16][NH:17][CH2:18]3)[CH2:14]1)[CH:6]=[N:5]2.[F:21][C:22]1[C:23]([C:31]2[N:36]=[CH:35][CH:34]=[CH:33][N:32]=2)=[C:24]([CH:28]=[CH:29][CH:30]=1)[C:25](O)=[O:26]. (7) Given the product [F:40][CH2:41][CH2:42][CH2:43][O:19][C:15]1[CH:14]=[C:13]([C:11]2[N:12]=[C:6]3[CH:5]=[C:4]([NH:3][CH3:2])[CH:9]=[CH:8][N:7]3[CH:10]=2)[CH:18]=[CH:17][CH:16]=1, predict the reactants needed to synthesize it. The reactants are: Br.[CH3:2][NH:3][C:4]1[CH:9]=[CH:8][N:7]2[CH:10]=[C:11]([C:13]3[CH:14]=[C:15]([OH:19])[CH:16]=[CH:17][CH:18]=3)[N:12]=[C:6]2[CH:5]=1.N1(C2C=CN3C=C(C4C=CC(O)=CC=4)N=C3C=2)CCC1.[F:40][CH2:41][CH2:42][CH2:43]I. (8) The reactants are: [Br:1][C:2]1[CH:7]=[CH:6][CH:5]=[C:4]([N+:8]([O-:10])=[O:9])[C:3]=1F.[NH2:12][C:13]1[CH:14]=[N:15][CH:16]=[C:17]([F:19])[CH:18]=1.CC(C)([O-])C.[K+].O. Given the product [Br:1][C:2]1[CH:7]=[CH:6][CH:5]=[C:4]([N+:8]([O-:10])=[O:9])[C:3]=1[NH:12][C:13]1[CH:14]=[N:15][CH:16]=[C:17]([F:19])[CH:18]=1, predict the reactants needed to synthesize it. (9) The reactants are: [NH2:1][C:2](=[O:44])[CH2:3][C:4]1[CH:43]=[CH:42][CH:41]=[CH:40][C:5]=1[CH2:6][CH2:7][C:8]1[C:13]([C:14]([F:17])([F:16])[F:15])=[CH:12][N:11]=[C:10]([NH:18][C:19]2[CH:24]=[CH:23][C:22]([CH:25]3[CH2:30][CH2:29][N:28](C(OC(C)(C)C)=O)[CH2:27][CH2:26]3)=[CH:21][C:20]=2[O:38][CH3:39])[N:9]=1.C(O)(C(F)(F)F)=O. Given the product [CH3:39][O:38][C:20]1[CH:21]=[C:22]([CH:25]2[CH2:30][CH2:29][NH:28][CH2:27][CH2:26]2)[CH:23]=[CH:24][C:19]=1[NH:18][C:10]1[N:9]=[C:8]([CH2:7][CH2:6][C:5]2[CH:40]=[CH:41][CH:42]=[CH:43][C:4]=2[CH2:3][C:2]([NH2:1])=[O:44])[C:13]([C:14]([F:15])([F:16])[F:17])=[CH:12][N:11]=1, predict the reactants needed to synthesize it.